Dataset: Plasma protein binding rate (PPBR) regression data from AstraZeneca. Task: Regression/Classification. Given a drug SMILES string, predict its absorption, distribution, metabolism, or excretion properties. Task type varies by dataset: regression for continuous measurements (e.g., permeability, clearance, half-life) or binary classification for categorical outcomes (e.g., BBB penetration, CYP inhibition). For this dataset (ppbr_az), we predict Y. (1) The compound is Cc1ccc2c(c1)c(-c1ccnc3c(C)cccc13)c(C)n2CC(=O)O. The Y is 99.5 %. (2) The drug is CCNC(=O)c1cc2c(-n3ccc(C(F)(F)F)n3)c(-c3cncc(-c4n[nH]c(=O)o4)c3)cnc2[nH]1. The Y is 95.6 %. (3) The drug is CC(C)(C)OC(=O)NC[C@H]1CC[C@H](CNC(=O)c2cc(N3CCC(CCN4CC(O)C4)CC3)nc3ccccc23)CC1. The Y is 97.0 %. (4) The drug is C[C@@](C(=O)O[C@H]1C[N+]2(CC(=O)Nc3cccc(F)c3)CCC1CC2)(c1ccccc1)N1CCCCC1. The Y is 99.6 %. (5) The molecule is CC(C)c1ccc(/C=N/NC(=O)c2ccc(O)cc2)cc1. The Y is 94.3 %. (6) The molecule is Cc1cc(Nc2nc(O[C@@H](C)c3ncc(F)cn3)ncc2Cl)n[nH]1. The Y is 75.1 %. (7) The molecule is CN(C)CCNCc1ccc(Nc2ncc3cc(-c4ccncc4)ccc3n2)cc1. The Y is 95.0 %.